This data is from Catalyst prediction with 721,799 reactions and 888 catalyst types from USPTO. The task is: Predict which catalyst facilitates the given reaction. (1) Reactant: [Br:1][CH2:2][CH2:3][CH2:4][C:5]([F:8])([F:7])[F:6].[C:9]1([P:15]([C:22]2[CH:27]=[CH:26][CH:25]=[CH:24][CH:23]=2)[C:16]2[CH:21]=[CH:20][CH:19]=[CH:18][CH:17]=2)[CH:14]=[CH:13][CH:12]=[CH:11][CH:10]=1.C(#N)C.C(OCC)C. Product: [Br-:1].[C:22]1([P+:15]([C:9]2[CH:10]=[CH:11][CH:12]=[CH:13][CH:14]=2)([C:16]2[CH:21]=[CH:20][CH:19]=[CH:18][CH:17]=2)[CH2:2][CH2:3][CH2:4][C:5]([F:8])([F:7])[F:6])[CH:23]=[CH:24][CH:25]=[CH:26][CH:27]=1. The catalyst class is: 2. (2) Reactant: ClC1C=CC=C(C(OO)=[O:9])C=1.[C:12]([O:16][C:17]([N:19]1[CH2:24][CH2:23][N:22]([C:25](=[O:38])[C:26]2[CH:31]=[CH:30][C:29]([C:32]3[CH:37]=[CH:36][CH:35]=[CH:34][N:33]=3)=[CH:28][CH:27]=2)[CH2:21][CH2:20]1)=[O:18])([CH3:15])([CH3:14])[CH3:13].S([O-])([O-])(=O)=S.[Na+].[Na+]. Product: [C:12]([O:16][C:17]([N:19]1[CH2:24][CH2:23][N:22]([C:25]([C:26]2[CH:31]=[CH:30][C:29]([C:32]3[CH:37]=[CH:36][CH:35]=[CH:34][N+:33]=3[O-:9])=[CH:28][CH:27]=2)=[O:38])[CH2:21][CH2:20]1)=[O:18])([CH3:15])([CH3:13])[CH3:14]. The catalyst class is: 4. (3) Reactant: CC(C)([O-])C.[K+].[F:7][C:8]([C:11]1[CH:16]=[CH:15][C:14]([CH:17]2[CH2:22][N:21]([C:23]([N:25]3[CH2:30][CH2:29][S:28][CH2:27][CH2:26]3)=[O:24])[CH2:20][CH:19]([C:31]([O:33]C)=[O:32])[CH2:18]2)=[CH:13][CH:12]=1)([F:10])[CH3:9]. Product: [F:10][C:8]([C:11]1[CH:16]=[CH:15][C:14]([CH:17]2[CH2:22][N:21]([C:23]([N:25]3[CH2:30][CH2:29][S:28][CH2:27][CH2:26]3)=[O:24])[CH2:20][CH:19]([C:31]([OH:33])=[O:32])[CH2:18]2)=[CH:13][CH:12]=1)([F:7])[CH3:9]. The catalyst class is: 5. (4) Reactant: [Cl:1]N1C(=O)CCC1=O.[OH:9][N:10]=[CH:11][C:12](O)=O.C=[CH:16][C:17]1[CH:22]=[CH:21][CH:20]=[CH:19][CH:18]=1.C(=O)(O)[O-].[K+]. Product: [Cl:1][C:11]1[CH2:12][CH:16]([C:17]2[CH:22]=[CH:21][CH:20]=[CH:19][CH:18]=2)[O:9][N:10]=1. The catalyst class is: 149. (5) Reactant: C1([O:7][C:8](=O)[NH:9][C:10]2[CH:15]=[CH:14][C:13]([O:16][C:17]3[C:26]4[C:21](=[CH:22][C:23]([O:29][CH3:30])=[C:24]([O:27][CH3:28])[CH:25]=4)[N:20]=[CH:19][CH:18]=3)=[CH:12][CH:11]=2)C=CC=CC=1.[CH:32]1([NH2:35])[CH2:34][CH2:33]1.C(OCC)(=O)C.O. Product: [CH:32]1([NH:35][C:8]([NH:9][C:10]2[CH:15]=[CH:14][C:13]([O:16][C:17]3[C:26]4[C:21](=[CH:22][C:23]([O:29][CH3:30])=[C:24]([O:27][CH3:28])[CH:25]=4)[N:20]=[CH:19][CH:18]=3)=[CH:12][CH:11]=2)=[O:7])[CH2:34][CH2:33]1. The catalyst class is: 376. (6) The catalyst class is: 120. Reactant: [Cl:1][C:2]1[CH:10]=[C:9]([O:11][CH3:12])[C:8]([O:13][CH2:14][CH3:15])=[CH:7][C:3]=1[C:4](O)=[O:5].C(Cl)(=O)C(Cl)=O.[NH3:22]. Product: [Cl:1][C:2]1[CH:10]=[C:9]([O:11][CH3:12])[C:8]([O:13][CH2:14][CH3:15])=[CH:7][C:3]=1[C:4]([NH2:22])=[O:5].